This data is from Reaction yield outcomes from USPTO patents with 853,638 reactions. The task is: Predict the reaction yield, written as a fraction of the theoretical maximum amount of product (1.0 means a 100% yield; for example, 0.34 means a 34% yield). (1) The reactants are [CH3:1][O:2][CH2:3][C:4]#[CH:5].I[C:7]1[CH:28]=[CH:27][C:10]([C:11]([NH:13][S:14]([C:17]2[CH:22]=[CH:21][CH:20]=[CH:19][C:18]=2[S:23](=[O:26])(=[O:25])[NH2:24])(=[O:16])=[O:15])=[O:12])=[CH:9][CH:8]=1.C(N(CC)CC)C.Cl. The catalyst is CN(C)C=O.[Cu]I.C1C=CC([P]([Pd]([P](C2C=CC=CC=2)(C2C=CC=CC=2)C2C=CC=CC=2)([P](C2C=CC=CC=2)(C2C=CC=CC=2)C2C=CC=CC=2)[P](C2C=CC=CC=2)(C2C=CC=CC=2)C2C=CC=CC=2)(C2C=CC=CC=2)C2C=CC=CC=2)=CC=1.C(OCC)(=O)C.O. The product is [CH3:1][O:2][CH2:3][C:4]#[C:5][C:7]1[CH:28]=[CH:27][C:10]([C:11]([NH:13][S:14]([C:17]2[CH:22]=[CH:21][CH:20]=[CH:19][C:18]=2[S:23](=[O:26])(=[O:25])[NH2:24])(=[O:15])=[O:16])=[O:12])=[CH:9][CH:8]=1. The yield is 0.520. (2) The reactants are CC1(C)[O:6][C@H:5]([CH2:7][O:8][C:9]2[CH:14]=[CH:13][C:12]([N:15]3[C:19]([CH3:21])([CH3:20])[C:18](=[O:22])[N:17]([C:23]4[CH:30]=[CH:29][C:26]([C:27]#[N:28])=[C:25]([C:31]([F:34])([F:33])[F:32])[CH:24]=4)[C:16]3=[S:35])=[CH:11][CH:10]=2)[CH2:4][O:3]1.O. The catalyst is C(O)(=O)C. The product is [OH:6][C@@H:5]([CH2:4][OH:3])[CH2:7][O:8][C:9]1[CH:14]=[CH:13][C:12]([N:15]2[C:19]([CH3:21])([CH3:20])[C:18](=[O:22])[N:17]([C:23]3[CH:30]=[CH:29][C:26]([C:27]#[N:28])=[C:25]([C:31]([F:34])([F:32])[F:33])[CH:24]=3)[C:16]2=[S:35])=[CH:11][CH:10]=1. The yield is 0.550. (3) The reactants are [NH2:1][C:2](=O)[CH2:3][CH2:4][C:5]1[CH:10]=[CH:9][N:8]=[C:7]([NH:11][C:12](=[O:18])[O:13][C:14]([CH3:17])([CH3:16])[CH3:15])[CH:6]=1.COC1C=CC(P2(SP(C3C=CC(OC)=CC=3)(=S)S2)=[S:29])=CC=1. The catalyst is O1CCCC1. The product is [NH2:1][C:2](=[S:29])[CH2:3][CH2:4][C:5]1[CH:10]=[CH:9][N:8]=[C:7]([NH:11][C:12](=[O:18])[O:13][C:14]([CH3:17])([CH3:16])[CH3:15])[CH:6]=1. The yield is 0.760. (4) The reactants are [CH3:1][CH:2]([CH3:31])[CH2:3][CH:4]([C:22]1[CH:30]=[CH:29][C:25]([C:26]([OH:28])=O)=[CH:24][N:23]=1)[NH:5][C:6]1[CH:11]=[CH:10][C:9]([C:12]2[CH:17]=[CH:16][C:15]([C:18]([F:21])([F:20])[F:19])=[CH:14][CH:13]=2)=[CH:8][CH:7]=1.C(N1C=CN=C1)(N1C=CN=C1)=O.C(N(CC)C(C)C)(C)C.[NH:53]1[C:57]([CH2:58][NH2:59])=[N:56][N:55]=[N:54]1. The catalyst is CN(C)C=O.[Cl-].[NH4+]. The product is [NH:53]1[C:57]([CH2:58][NH:59][C:26](=[O:28])[C:25]2[CH:29]=[CH:30][C:22]([CH:4]([NH:5][C:6]3[CH:7]=[CH:8][C:9]([C:12]4[CH:17]=[CH:16][C:15]([C:18]([F:20])([F:21])[F:19])=[CH:14][CH:13]=4)=[CH:10][CH:11]=3)[CH2:3][CH:2]([CH3:1])[CH3:31])=[N:23][CH:24]=2)=[N:56][N:55]=[N:54]1. The yield is 0.130. (5) The reactants are [C:1]([Si:5]([CH3:21])([CH3:20])[O:6][CH:7]1[CH2:10][N:9]([C:11]2[CH:12]=[CH:13][C:14]([N+:17]([O-])=O)=[N:15][CH:16]=2)[CH2:8]1)([CH3:4])([CH3:3])[CH3:2].[NH4+].[Cl-]. The catalyst is C(O)C.[Fe]. The product is [C:1]([Si:5]([CH3:21])([CH3:20])[O:6][CH:7]1[CH2:8][N:9]([C:11]2[CH:12]=[CH:13][C:14]([NH2:17])=[N:15][CH:16]=2)[CH2:10]1)([CH3:4])([CH3:3])[CH3:2]. The yield is 0.940. (6) The reactants are C[O:2][C:3]([C:5]1[N:14]=[C:13]2[N:7]([CH2:8][CH2:9][O:10][C:11]3[CH:18]=[C:17]([Cl:19])[CH:16]=[CH:15][C:12]=32)[N:6]=1)=[O:4].CO.O.[Li+].[OH-]. The catalyst is C1COCC1. The product is [Cl:19][C:17]1[CH:16]=[CH:15][C:12]2[C:13]3[N:7]([N:6]=[C:5]([C:3]([OH:4])=[O:2])[N:14]=3)[CH2:8][CH2:9][O:10][C:11]=2[CH:18]=1. The yield is 0.890.